From a dataset of Reaction yield outcomes from USPTO patents with 853,638 reactions. Predict the reaction yield, written as a fraction of the theoretical maximum amount of product (1.0 means a 100% yield; for example, 0.34 means a 34% yield). (1) The reactants are [N:1]1[CH:6]=[CH:5][CH:4]=[C:3]([C:7]([O:9]CC)=O)[C:2]=1[C:12]([O:14]CC)=O.[C:17]([O:26][CH2:27][CH3:28])(=[O:25])[CH2:18][CH2:19][C:20]([O:22][CH2:23][CH3:24])=[O:21].CC[O-].[Na+].CCO.[NH4+].[Cl-]. The catalyst is C1(C)C=CC=CC=1.CC(O)=O. The product is [OH:9][C:7]1[C:19]([C:20]([O:22][CH2:23][CH3:24])=[O:21])=[C:18]([C:17]([O:26][CH2:27][CH3:28])=[O:25])[C:12]([OH:14])=[C:2]2[C:3]=1[CH:4]=[CH:5][CH:6]=[N:1]2. The yield is 0.770. (2) The reactants are C(O[B:5]1[O:9][C:8]([CH3:11])([CH3:10])[C:7]([CH3:13])([CH3:12])[O:6]1)(C)C.C([Li])CCC.[F:19][C:20]1[CH:21]=[C:22]([C:27]2([OH:33])[CH2:32][CH2:31][O:30][CH2:29][CH2:28]2)[CH:23]=[C:24]([F:26])[CH:25]=1. No catalyst specified. The product is [F:26][C:24]1[CH:23]=[C:22]([C:27]2([OH:33])[CH2:32][CH2:31][O:30][CH2:29][CH2:28]2)[CH:21]=[C:20]([F:19])[C:25]=1[B:5]1[O:6][C:7]([CH3:12])([CH3:13])[C:8]([CH3:10])([CH3:11])[O:9]1. The yield is 0.970. (3) The product is [CH2:1]([C:5]1[N:6]=[C:7]([CH2:27][CH3:28])[N:8]([C:29]2[CH:34]=[CH:33][CH:32]=[CH:31][CH:30]=2)[C:9](=[O:26])[C:10]=1[CH2:11][C:12]1[CH:17]=[CH:16][C:15]([C:18]2[C:19]([C:24]#[N:25])=[CH:20][CH:21]=[CH:22][CH:23]=2)=[CH:14][CH:13]=1)[CH2:2][CH2:3][CH3:4]. The yield is 0.550. The catalyst is C(OCC)(=O)C.C([O-])(=O)C.[Cu+2].C([O-])(=O)C.ClCCl. The reactants are [CH2:1]([C:5]1[N:6]=[C:7]([CH2:27][CH3:28])[NH:8][C:9](=[O:26])[C:10]=1[CH2:11][C:12]1[CH:17]=[CH:16][C:15]([C:18]2[C:19]([C:24]#[N:25])=[CH:20][CH:21]=[CH:22][CH:23]=2)=[CH:14][CH:13]=1)[CH2:2][CH2:3][CH3:4].[C:29]1(B(O)O)[CH:34]=[CH:33][CH:32]=[CH:31][CH:30]=1.N1C=CC=CC=1.C(N(CC)CC)C. (4) The reactants are [NH:1]1[CH2:5][CH2:4][NH:3][C:2]1=[S:6].[H-].[Na+].[C:9]([O:13][C:14](O[C:14]([O:13][C:9]([CH3:12])([CH3:11])[CH3:10])=[O:15])=[O:15])([CH3:12])([CH3:11])[CH3:10]. No catalyst specified. The product is [C:9]([O:13][C:14]([N:1]1[CH2:5][CH2:4][N:3]([C:14]([O:13][C:9]([CH3:12])([CH3:11])[CH3:10])=[O:15])[C:2]1=[S:6])=[O:15])([CH3:12])([CH3:11])[CH3:10]. The yield is 0.930.